Dataset: Forward reaction prediction with 1.9M reactions from USPTO patents (1976-2016). Task: Predict the product of the given reaction. (1) Given the reactants [Br:1][C:2]1[CH:11]=[CH:10][C:5]2[N:6]=[C:7]([CH3:9])[NH:8][C:4]=2[CH:3]=1.[C:12](O[C:12]([O:14][C:15]([CH3:18])([CH3:17])[CH3:16])=[O:13])([O:14][C:15]([CH3:18])([CH3:17])[CH3:16])=[O:13].CCN(CC)CC, predict the reaction product. The product is: [Br:1][C:2]1[CH:11]=[CH:10][C:5]2[N:6]([C:12]([O:14][C:15]([CH3:18])([CH3:17])[CH3:16])=[O:13])[C:7]([CH3:9])=[N:8][C:4]=2[CH:3]=1. (2) Given the reactants [OH:1][CH2:2][C:3]1[CH:4]=[C:5]([CH3:11])[C:6]([C:9]#[N:10])=[N:7][CH:8]=1, predict the reaction product. The product is: [CH:2]([C:3]1[CH:4]=[C:5]([CH3:11])[C:6]([C:9]#[N:10])=[N:7][CH:8]=1)=[O:1]. (3) The product is: [CH3:1][C:2]1[N:3]=[N:4][N:5]([CH2:7][C:8]2[CH:13]=[C:12]([C:14]([F:15])([F:17])[F:16])[CH:11]=[CH:10][C:9]=2/[CH:18]=[CH:19]/[C:20]([N:25]2[CH2:26][CH2:27][CH2:28][C@H:24]2[CH3:23])=[O:22])[N:6]=1. Given the reactants [CH3:1][C:2]1[N:3]=[N:4][N:5]([CH2:7][C:8]2[CH:13]=[C:12]([C:14]([F:17])([F:16])[F:15])[CH:11]=[CH:10][C:9]=2/[CH:18]=[CH:19]/[C:20]([OH:22])=O)[N:6]=1.[CH3:23][C@@H:24]1[CH2:28][CH2:27][CH2:26][NH:25]1, predict the reaction product. (4) Given the reactants C(=O)([O-])[O-].[Cs+].[Cs+].[CH2:7]([O:14][C:15]1[C:21]([Cl:22])=[CH:20][C:18]([NH2:19])=[CH:17][C:16]=1[Cl:23])[C:8]1[CH:13]=[CH:12][CH:11]=[CH:10][CH:9]=1.C1C=CC(P(C2C=CC3C(=CC=CC=3)C=2C2C3C(=CC=CC=3)C=CC=2P(C2C=CC=CC=2)C2C=CC=CC=2)C2C=CC=CC=2)=CC=1.Br[C:71]1[CH:80]=[CH:79][CH:78]=[CH:77][C:72]=1[C:73]([O:75][CH3:76])=[O:74], predict the reaction product. The product is: [CH2:7]([O:14][C:15]1[C:16]([Cl:23])=[CH:17][C:18]([NH:19][C:71]2[CH:80]=[CH:79][CH:78]=[CH:77][C:72]=2[C:73]([O:75][CH3:76])=[O:74])=[CH:20][C:21]=1[Cl:22])[C:8]1[CH:9]=[CH:10][CH:11]=[CH:12][CH:13]=1.